This data is from Reaction yield outcomes from USPTO patents with 853,638 reactions. The task is: Predict the reaction yield, written as a fraction of the theoretical maximum amount of product (1.0 means a 100% yield; for example, 0.34 means a 34% yield). (1) The catalyst is ClCCl. The yield is 0.990. The product is [N:31]1([CH2:30][CH2:29][C@@H:28]([NH:27][C:24]2[CH:25]=[CH:26][C:21]([S:18]([NH:17][C:14]3[N:11]4[CH2:12][CH2:13][NH:8][CH2:9][CH:10]4[NH:16][N:15]=3)(=[O:19])=[O:20])=[CH:22][C:23]=2[S:45]([C:48]([F:50])([F:51])[F:49])(=[O:47])=[O:46])[CH2:37][S:38][C:39]2[CH:40]=[CH:41][CH:42]=[CH:43][CH:44]=2)[CH2:36][CH2:35][O:34][CH2:33][CH2:32]1. The reactants are C(OC([N:8]1[CH2:13][CH2:12][N:11]2[C:14]([NH:17][S:18]([C:21]3[CH:26]=[CH:25][C:24]([NH:27][C@@H:28]([CH2:37][S:38][C:39]4[CH:44]=[CH:43][CH:42]=[CH:41][CH:40]=4)[CH2:29][CH2:30][N:31]4[CH2:36][CH2:35][O:34][CH2:33][CH2:32]4)=[C:23]([S:45]([C:48]([F:51])([F:50])[F:49])(=[O:47])=[O:46])[CH:22]=3)(=[O:20])=[O:19])=[N:15][N:16]=[C:10]2[CH2:9]1)=O)(C)(C)C.FC(F)(F)C(O)=O. (2) The reactants are Cl.[Cl:2][C:3]1[C:8]([Cl:9])=[CH:7][C:6]([NH:10][CH2:11][C:12]([N:14]2[CH2:19][CH2:18][NH:17][CH2:16][CH2:15]2)=[O:13])=[C:5]([CH2:20][CH3:21])[CH:4]=1.CCN(CC)CC.[C:29](Cl)(=[O:32])[CH:30]=[CH2:31]. The catalyst is C(Cl)Cl. The product is [Cl:2][C:3]1[C:8]([Cl:9])=[CH:7][C:6]([NH:10][CH2:11][C:12]([N:14]2[CH2:19][CH2:18][N:17]([C:29](=[O:32])[CH:30]=[CH2:31])[CH2:16][CH2:15]2)=[O:13])=[C:5]([CH2:20][CH3:21])[CH:4]=1. The yield is 0.188. (3) The yield is 0.980. The product is [CH2:24]([N:31]1[CH2:40][CH2:39][C:38]2[N:37]=[CH:36][C:35]([C:13]3[CH:12]=[CH:11][N:10]=[C:9]([NH:8][C:6]4[CH:5]=[CH:4][N:3]=[C:2]([CH3:1])[N:7]=4)[CH:14]=3)=[CH:34][C:33]=2[C:32]1=[O:42])[C:25]1[CH:26]=[CH:27][CH:28]=[CH:29][CH:30]=1. The catalyst is O1CCOCC1.C([O-])([O-])=O.[K+].[K+].O.C1C=CC(P(C2C=CC=CC=2)[C-]2C=CC=C2)=CC=1.C1C=CC(P(C2C=CC=CC=2)[C-]2C=CC=C2)=CC=1.Cl[Pd]Cl.[Fe+2]. The reactants are [CH3:1][C:2]1[N:7]=[C:6]([NH:8][C:9]2[CH:14]=[C:13](B3OC(C)(C)C(C)(C)O3)[CH:12]=[CH:11][N:10]=2)[CH:5]=[CH:4][N:3]=1.[CH2:24]([N:31]1[CH2:40][CH2:39][C:38]2[N:37]=[CH:36][C:35](Br)=[CH:34][C:33]=2[C:32]1=[O:42])[C:25]1[CH:30]=[CH:29][CH:28]=[CH:27][CH:26]=1.C(Cl)Cl. (4) The reactants are [NH2:1][CH2:2][CH2:3][NH:4][CH:5]([C:9]1[O:10][C:11]2[C:16]([C:17](=[O:26])[C:18]=1[CH2:19][C:20]1[CH:25]=[CH:24][CH:23]=[CH:22][CH:21]=1)=[CH:15][CH:14]=[C:13]([Cl:27])[CH:12]=2)[CH:6]([CH3:8])[CH3:7].C(N(CC)CC)C.[C:35]1([CH3:44])[CH:40]=[CH:39][C:38]([C:41](Cl)=[O:42])=[CH:37][CH:36]=1. The catalyst is C(Cl)Cl.CCOCC. The product is [CH2:19]([C:18]1[C:17](=[O:26])[C:16]2[C:11](=[CH:12][C:13]([Cl:27])=[CH:14][CH:15]=2)[O:10][C:9]=1[CH:5]([NH:4][CH2:3][CH2:2][NH:1][C:41](=[O:42])[C:38]1[CH:39]=[CH:40][C:35]([CH3:44])=[CH:36][CH:37]=1)[CH:6]([CH3:7])[CH3:8])[C:20]1[CH:21]=[CH:22][CH:23]=[CH:24][CH:25]=1. The yield is 0.500. (5) The reactants are [CH2:1]([OH:5])[CH2:2][CH2:3][OH:4].C(N(C(C)C)CC)(C)C.[Si:15](Cl)([C:28]([CH3:31])([CH3:30])[CH3:29])([C:22]1[CH:27]=[CH:26][CH:25]=[CH:24][CH:23]=1)[C:16]1[CH:21]=[CH:20][CH:19]=[CH:18][CH:17]=1. The catalyst is C(Cl)Cl. The product is [Si:15]([O:4][CH2:3][CH2:2][CH2:1][OH:5])([C:28]([CH3:31])([CH3:30])[CH3:29])([C:22]1[CH:23]=[CH:24][CH:25]=[CH:26][CH:27]=1)[C:16]1[CH:21]=[CH:20][CH:19]=[CH:18][CH:17]=1. The yield is 0.780. (6) The reactants are [F:1][C:2]([F:7])([F:6])[C:3]([OH:5])=[O:4].FC(F)(F)C(O)=O.[Cl:15][C:16]1[CH:17]=[N:18][C:19]2[NH:20][C:21]3[CH:22]=[CH:23][CH:24]=[C:25]([CH:47]=3)[CH2:26][CH2:27][C:28]3[CH:36]=[C:32]([NH:33][C:34]=1[N:35]=2)[CH:31]=[CH:30][C:29]=3[NH:37][C:38](=[O:46])[CH2:39][CH:40]1[CH2:45][CH2:44][NH:43][CH2:42][CH2:41]1.[C:48](Cl)(=[O:51])[CH2:49][CH3:50]. No catalyst specified. The product is [F:1][C:2]([F:7])([F:6])[C:3]([OH:5])=[O:4].[Cl:15][C:16]1[CH:17]=[N:18][C:19]2[NH:20][C:21]3[CH:22]=[CH:23][CH:24]=[C:25]([CH:47]=3)[CH2:26][CH2:27][C:28]3[CH:36]=[C:32]([NH:33][C:34]=1[N:35]=2)[CH:31]=[CH:30][C:29]=3[NH:37][C:38](=[O:46])[CH2:39][CH:40]1[CH2:45][CH2:44][N:43]([C:48](=[O:51])[CH2:49][CH3:50])[CH2:42][CH2:41]1. The yield is 0.310. (7) The reactants are Br[CH2:2][C:3]1[CH:12]=[CH:11][C:6]([C:7]([O:9][CH3:10])=[O:8])=[CH:5][CH:4]=1.[P:13]([O:18]C)([O:16][CH3:17])[O:14][CH3:15]. No catalyst specified. The product is [CH3:15][O:14][P:13]([CH2:2][C:3]1[CH:12]=[CH:11][C:6]([C:7]([O:9][CH3:10])=[O:8])=[CH:5][CH:4]=1)([O:16][CH3:17])=[O:18]. The yield is 1.00.